The task is: Predict which catalyst facilitates the given reaction.. This data is from Catalyst prediction with 721,799 reactions and 888 catalyst types from USPTO. (1) Reactant: [NH2:1][C:2]1[CH:7]=[CH:6][C:5]([CH3:8])=[CH:4][CH:3]=1.[C:9]1([CH:16]=[CH:15][CH:14]=[C:12](O)[CH:11]=1)[OH:10].Cl.NC1C=CC(C)=CC=1.[OH-].[Na+]. Product: [CH3:8][C:5]1[CH:6]=[CH:7][C:2]([NH:1][C:12]2[CH:11]=[C:9]([OH:10])[CH:16]=[CH:15][CH:14]=2)=[CH:3][CH:4]=1. The catalyst class is: 27. (2) Reactant: [CH3:1][C:2]1[C:6]2[CH:7]=[CH:8][C:9]([CH3:11])=[CH:10][C:5]=2[O:4][C:3]=1[CH:12]([CH2:30][CH2:31][CH2:32][CH3:33])[CH2:13][CH2:14][O:15][C:16]1[CH:21]=[CH:20][C:19]([O:22][CH2:23][C:24]([O:26]CC)=[O:25])=[C:18]([CH3:29])[CH:17]=1.[OH-].[Na+]. The catalyst class is: 92. Product: [CH3:1][C:2]1[C:6]2[CH:7]=[CH:8][C:9]([CH3:11])=[CH:10][C:5]=2[O:4][C:3]=1[CH:12]([CH2:30][CH2:31][CH2:32][CH3:33])[CH2:13][CH2:14][O:15][C:16]1[CH:21]=[CH:20][C:19]([O:22][CH2:23][C:24]([OH:26])=[O:25])=[C:18]([CH3:29])[CH:17]=1. (3) Reactant: Cl.Cl.[C:3]1([CH2:9][N:10]2[CH2:15][CH2:14][CH:13]([NH:16][CH2:17][CH3:18])[CH2:12][CH2:11]2)[CH:8]=[CH:7][CH:6]=[CH:5][CH:4]=1.CCN(C(C)C)C(C)C.[CH3:28][S:29]([C:32]1[CH:37]=[CH:36][C:35]([CH2:38][C:39]([OH:41])=O)=[CH:34][CH:33]=1)(=[O:31])=[O:30].C1(N=C=NC2CCCCC2)CCCCC1. Product: [C:3]1([CH2:9][N:10]2[CH2:15][CH2:14][CH:13]([N:16]([CH2:17][CH3:18])[C:39](=[O:41])[CH2:38][C:35]3[CH:34]=[CH:33][C:32]([S:29]([CH3:28])(=[O:30])=[O:31])=[CH:37][CH:36]=3)[CH2:12][CH2:11]2)[CH:4]=[CH:5][CH:6]=[CH:7][CH:8]=1. The catalyst class is: 172.